The task is: Regression. Given a target protein amino acid sequence and a drug SMILES string, predict the binding affinity score between them. We predict pIC50 (pIC50 = -log10(IC50 in M); higher means more potent). Dataset: bindingdb_ic50.. This data is from Drug-target binding data from BindingDB using IC50 measurements. (1) The small molecule is COc1ccc(C2(c3ccc(OC)cc3)NC(=N)N(C3CCN(C)CC3)C2=O)cc1. The target protein sequence is MALTVKEEEFSNTLIKNASAFDRLKLGNLKNLKIQKKLQFLYLILFVLITGVFFFFLIGNFYSHRKLYQVIKNTKHTTIGFKIDRPHDKVLSSVLKNKLSTYVKESFKFFKSGYAQKGYLGSENDSIELDDVANLMFYGEGQIGTNKQPFMFIFDTGSANLWVPSVNCDSIGCSTKHLYDASASKSYEKDGTKVEISYGSGTVRGYFSKDVISLGDLSLPYKFIEVTDADDLEPIYSGSEFDGILGLGWKDLSIGSIDPVVVELKKQNKIDNALFTFYLPVHDKHVGYLTIGGIESDFYEGPLTYEKLNHDLYWQIDLDIHFGKYVMQKANAVVDSGTSTITAPTSFLNKFFRDMNVIKVPFLPLYVTTCDNDDLPTLEFHSRNNKYTLEPEFYMDPLSDIDPALCMLYILPVDIDDNTFILGDPFMRKYFTVFDYEKESVGFAVAKN. The pIC50 is 7.0. (2) The compound is Oc1ccc(-c2ccc3cc(O)ccc3n2)cc1. The target protein (P03372) has sequence MTMTLHTKASGMALLHQIQGNELEPLNRPQLKIPLERPLGEVYLDSSKPAVYNYPEGAAYEFNAAAAANAQVYGQTGLPYGPGSEAAAFGSNGLGGFPPLNSVSPSPLMLLHPPPQLSPFLQPHGQQVPYYLENEPSGYTVREAGPPAFYRPNSDNRRQGGRERLASTNDKGSMAMESAKETRYCAVCNDYASGYHYGVWSCEGCKAFFKRSIQGHNDYMCPATNQCTIDKNRRKSCQACRLRKCYEVGMMKGGIRKDRRGGRMLKHKRQRDDGEGRGEVGSAGDMRAANLWPSPLMIKRSKKNSLALSLTADQMVSALLDAEPPILYSEYDPTRPFSEASMMGLLTNLADRELVHMINWAKRVPGFVDLTLHDQVHLLECAWLEILMIGLVWRSMEHPGKLLFAPNLLLDRNQGKCVEGMVEIFDMLLATSSRFRMMNLQGEEFVCLKSIILLNSGVYTFLSSTLKSLEEKDHIHRVLDKITDTLIHLMAKAGLTLQQQ.... The pIC50 is 5.8. (3) The drug is O=S(=O)(Nc1cccc(-c2nnn[nH]2)c1)c1cccc(-c2ccccc2)c1. The target protein (Q16877) has sequence MASPRELTQNPLKKIWMPYSNGRPALHACQRGVCMTNCPTLIVMVGLPARGKTYISKKLTRYLNWIGVPTREFNVGQYRRDVVKTYKSFEFFLPDNEEGLKIRKQCALAALRDVRRFLSEEGGHVAVFDATNTTRERRATIFNFGEQNGYKTFFVESICVDPEVIAANIVQVKLGSPDYVNRDSDEATEDFMRRIECYENSYESLDEDLDRDLSYIKIMDVGQSYVVNRVADHIQSRIVYYLMNIHVTPRSIYLCRHGESELNLKGRIGGDPGLSPRGREFAKSLAQFISDQNIKDLKVWTSQMKRTIQTAEALGVPYEQWKVLNEIDAGVCEEMTYEEIQDNYPLEFALRDQDKYRYRYPKGESYEDLVQRLEPVIMELERQENVLVICHQAVMRCLLAYFLDKAAEQLPYLKCPLHTVLKLTPVAYGCKVESIFLNVAAVNTHRDRPQNVDISRPPEEALVTVPAHQ. The pIC50 is 6.4. (4) The small molecule is O=C(O)CCC(CP(=O)(O)CCc1ccccc1)C(=O)O. The target protein (P70627) has sequence MWNAQQDSDSAEALGRRQRWFCAGTLVLAFTGTFIIGFLFGWFIKPSNDSTSSVSYPGMKKAFLQELKAENIKKFLYNFTRTPHLAGTQHNFELAKQIHAQWKEFGLDLVELSDYDVLLSYPNKTHPNYISIINEDGNEIFKTSLAELSPPGYENISDVVPPYSAFSPQGTPEGDLVYVNYARTEDFFKLERVMKINCSGKIVIARYGQVFRGNKVKNAQLAGAKGIILYSDPADYFVPGVKSYPDGWNLPGGGVQRGNVLNLNGAGDPLTPGYPANEYAYRHEFTEAVGLPSIPVHPIGYDDAQKLLEHMGGSAPPDSSWKGGLKVPYNVGPGFAGNFSKQKVKLHIHSYNKVTRIYNVIGTLKGAVEPDRYVILGGHRDAWVFGGIDPQSGAAVVHEIVRTFGTLKKKGWRPRRTILFASWDAEEFGLLGSTEWAEEHSRLLQERGVAYINADSSIEGNYTLRVDCTPLMHSLVYNLTKELPSPDEGFEGKSLYDSWK.... The pIC50 is 6.8. (5) The drug is Cc1cc(C(=O)N2CCC3(CCN(C(=O)O[C@H](C)c4ccccc4)C3)CC2)cc2cn[nH]c12. The target protein (P11497) has sequence MDEPSPLAKTLELNQHSRFIIGSVSEDNSEDEISNLVKLDLEEKEGSLSPASVSSDTLSDLGISALQDGLAFHMRSSMSGLHLVKQGRDRKKIDSQRDFTVASPAEFVTRFGGNKVIEKVLIANNGIAAVKCMRSIRRWSYEMFRNERAIRFVVMVTPEDLKANAEYIKMADHYVPVPGGANNNNYANVELILDIAKRIPVQAVWAGWGHASENPKLPELLLKNGIAFMGPPSQAMWALGDKIASSIVAQTAGIPTLPWSGSGLRVDWQENDFSKRILNVPQDLYEKGYVKDVDDGLKAAEEVGYPVMIKASEGGGGKGIRKVNNADDFPNLFRQVQAEVPGSPIFVMRLAKQSRHLEVQILADQYGNAISLFGRDCSVQRRHQKIIEEAPAAIATPAVFEHMEQCAVKLAKMVGYVSAGTVEYLYSQDGSFYFLELNPRLQVEHPCTEMVADVNLPAAQLQIAMGIPLFRIKDIRMMYGVSPWGDAPIDFENSAHVPCP.... The pIC50 is 7.2.